Dataset: Reaction yield outcomes from USPTO patents with 853,638 reactions. Task: Predict the reaction yield, written as a fraction of the theoretical maximum amount of product (1.0 means a 100% yield; for example, 0.34 means a 34% yield). (1) The reactants are [CH3:1][C:2]1[O:6][N:5]=[C:4]([C:7]2[CH:12]=[CH:11][CH:10]=[CH:9][CH:8]=2)[C:3]=1[C:13]([NH:15][NH2:16])=[O:14].[C:17]([C:20]1[CH:28]=[CH:27][C:23]2[NH:24][N:25]=[N:26][C:22]=2[CH:21]=1)(O)=O. No catalyst specified. The product is [CH3:1][C:2]1[O:6][N:5]=[C:4]([C:7]2[CH:12]=[CH:11][CH:10]=[CH:9][CH:8]=2)[C:3]=1[C:13]1[O:14][C:17]([C:20]2[CH:28]=[CH:27][C:23]3[N:24]=[N:25][NH:26][C:22]=3[CH:21]=2)=[N:16][N:15]=1. The yield is 0.390. (2) The reactants are [C:1]([C@@H:9]1[CH2:14][CH2:13][CH2:12][N:11]([C:15]([O:17][C:18]([CH3:21])([CH3:20])[CH3:19])=[O:16])[CH2:10]1)(=[O:8])[C:2]1[CH:7]=[CH:6][CH:5]=[CH:4][CH:3]=1.B1(C)OC(C2C=CC=CC=2)(C2C=CC=CC=2)[C@@H]2N1CCC2.[B]1OC2C(=CC=CC=2)O1.O. The catalyst is C1(C)C=CC=CC=1.CCOCC. The product is [OH:8][C@@H:1]([C:2]1[CH:3]=[CH:4][CH:5]=[CH:6][CH:7]=1)[C@@H:9]1[CH2:14][CH2:13][CH2:12][N:11]([C:15]([O:17][C:18]([CH3:19])([CH3:20])[CH3:21])=[O:16])[CH2:10]1. The yield is 0.430. (3) The reactants are [Cl:1][C:2]1[N:7]=[C:6]([C:8]([O:10][CH2:11][CH3:12])=[O:9])[C:5](F)=[CH:4][N:3]=1.[CH3:14][O:15][C:16]([CH3:20])([CH3:19])[CH2:17][NH2:18]. No catalyst specified. The product is [Cl:1][C:2]1[N:7]=[C:6]([C:8]([O:10][CH2:11][CH3:12])=[O:9])[C:5]([NH:18][CH2:17][C:16]([O:15][CH3:14])([CH3:20])[CH3:19])=[CH:4][N:3]=1. The yield is 0.710. (4) The reactants are [O:1]1[C:5]2[CH:6]=[CH:7][C:8]([C:10]3[CH:14]=[C:13]([CH:15]=O)[NH:12][N:11]=3)=[CH:9][C:4]=2[O:3][CH2:2]1.[C:17]1([NH2:24])[CH:22]=[CH:21][CH:20]=[CH:19][C:18]=1[NH2:23]. The catalyst is C(O)C. The product is [O:1]1[C:5]2[CH:6]=[CH:7][C:8]([C:10]3[CH:14]=[C:13]([C:15]4[NH:24][C:17]5[CH:22]=[CH:21][CH:20]=[CH:19][C:18]=5[N:23]=4)[NH:12][N:11]=3)=[CH:9][C:4]=2[O:3][CH2:2]1. The yield is 0.533. (5) The reactants are FC(F)(F)S(O[C@@H:7]([C:12]1[CH:13]=[N:14][C:15]([Cl:18])=[CH:16][CH:17]=1)[C:8]([F:11])([F:10])[F:9])(=O)=O.[NH:21]1[CH2:25][CH2:24][C@H:23]([NH:26][C:27](=[O:33])[O:28][C:29]([CH3:32])([CH3:31])[CH3:30])[CH2:22]1.C([O-])([O-])=O.[K+].[K+].O. The catalyst is C1COCC1.CCOCC.CCCCCC.C(OCC)(=O)C. The product is [Cl:18][C:15]1[N:14]=[CH:13][C:12]([C@@H:7]([N:21]2[CH2:25][CH2:24][C@H:23]([NH:26][C:27](=[O:33])[O:28][C:29]([CH3:31])([CH3:30])[CH3:32])[CH2:22]2)[C:8]([F:11])([F:10])[F:9])=[CH:17][CH:16]=1. The yield is 0.773. (6) The reactants are [CH3:1][O:2][C:3]1[CH:4]=[C:5]2[C:10](=[CH:11][C:12]=1[O:13][CH2:14][CH2:15][N:16]1[CH2:21][CH2:20][O:19][CH2:18][CH2:17]1)[N:9]=[CH:8][N:7]=[C:6]2[O:22][C:23]1[CH:24]=[C:25]([CH:27]=[CH:28][CH:29]=1)[NH2:26].[CH3:30][O:31][C:32]1[CH:37]=[CH:36][C:35]([NH:38][C:39](=O)[O:40]C2C=CC=CC=2)=[CH:34][C:33]=1[C:48]([F:51])([F:50])[F:49]. The catalyst is CN(C)C1C=CN=CC=1. The product is [CH3:30][O:31][C:32]1[CH:37]=[CH:36][C:35]([NH:38][C:39]([NH:26][C:25]2[CH:27]=[CH:28][CH:29]=[C:23]([O:22][C:6]3[C:5]4[C:10](=[CH:11][C:12]([O:13][CH2:14][CH2:15][N:16]5[CH2:21][CH2:20][O:19][CH2:18][CH2:17]5)=[C:3]([O:2][CH3:1])[CH:4]=4)[N:9]=[CH:8][N:7]=3)[CH:24]=2)=[O:40])=[CH:34][C:33]=1[C:48]([F:49])([F:50])[F:51]. The yield is 0.270. (7) The reactants are CO.[C:3]([O:11][CH2:12][C@@:13]1([C:32]#[CH:33])[O:17][C@@H:16]([N:18]2[CH:26]=[C:24]([CH3:25])[C:22](=[O:23])[NH:21][C:19]2=[O:20])[CH2:15][C@H:14]1OS(C)(=O)=O)(=[O:10])[C:4]1[CH:9]=[CH:8][CH:7]=[CH:6][CH:5]=1.CCN(C(C)C)C(C)C.CC(OC(C)=O)=O. The catalyst is C1COCC1.CO.CN(C1C=CN=CC=1)C. The product is [C:3]([O:11][CH2:12][C@@:13]1([C:32]#[CH:33])[O:17][C@@H:16]([N:18]2[CH:26]=[C:24]([CH3:25])[C:22](=[O:23])[NH:21][C:19]2=[O:20])[CH:15]=[CH:14]1)(=[O:10])[C:4]1[CH:9]=[CH:8][CH:7]=[CH:6][CH:5]=1. The yield is 1.00.